Dataset: Full USPTO retrosynthesis dataset with 1.9M reactions from patents (1976-2016). Task: Predict the reactants needed to synthesize the given product. (1) Given the product [NH2:37][C:23]1[N:24]=[C:25]([C:27]2[CH:36]=[C:35]3[C:30]([CH2:31][CH2:32][N:33]([C:10](=[O:12])[CH2:9][C:6]4[CH:5]=[CH:4][C:3]([C:1]#[N:2])=[CH:8][CH:7]=4)[CH2:34]3)=[CH:29][CH:28]=2)[CH:26]=[C:21]([N:18]2[CH2:17][CH2:16][N:15]([CH3:14])[CH2:20][CH2:19]2)[N:22]=1, predict the reactants needed to synthesize it. The reactants are: [C:1]([C:3]1[CH:8]=[CH:7][C:6]([CH2:9][C:10]([OH:12])=O)=[CH:5][CH:4]=1)#[N:2].Cl.[CH3:14][N:15]1[CH2:20][CH2:19][N:18]([C:21]2[CH:26]=[C:25]([C:27]3[CH:36]=[C:35]4[C:30]([CH2:31][CH2:32][NH:33][CH2:34]4)=[CH:29][CH:28]=3)[N:24]=[C:23]([NH2:37])[N:22]=2)[CH2:17][CH2:16]1. (2) Given the product [CH:14]1([CH2:17][N:18]2[C:26]3[N:25]=[C:24]([CH2:27][C:28]4[CH:29]=[CH:30][C:31]([N:34]([CH3:35])[C:5](=[O:7])[C:4]5[CH:8]=[CH:9][C:10]([O:12][CH3:13])=[N:11][C:3]=5[O:2][CH3:1])=[CH:32][CH:33]=4)[NH:23][C:22]=3[C:21](=[O:36])[N:20]([CH2:37][C:38]3[CH:43]=[CH:42][CH:41]=[CH:40][C:39]=3[F:44])[C:19]2=[O:45])[CH2:16][CH2:15]1, predict the reactants needed to synthesize it. The reactants are: [CH3:1][O:2][C:3]1[N:11]=[C:10]([O:12][CH3:13])[CH:9]=[CH:8][C:4]=1[C:5]([OH:7])=O.[CH:14]1([CH2:17][N:18]2[C:26]3[N:25]=[C:24]([CH2:27][C:28]4[CH:33]=[CH:32][C:31]([NH:34][CH3:35])=[CH:30][CH:29]=4)[NH:23][C:22]=3[C:21](=[O:36])[N:20]([CH2:37][C:38]3[CH:43]=[CH:42][CH:41]=[CH:40][C:39]=3[F:44])[C:19]2=[O:45])[CH2:16][CH2:15]1.